From a dataset of Retrosynthesis with 50K atom-mapped reactions and 10 reaction types from USPTO. Predict the reactants needed to synthesize the given product. Given the product Cc1cc(C(=O)Nc2cc(Oc3ccc4nc(NC(=O)C5C(C)(C)C5(C)C)cn4n3)ccc2F)n(C)n1, predict the reactants needed to synthesize it. The reactants are: CC1(C)C(C(=O)O)C1(C)C.Cc1cc(C(=O)Nc2cc(Oc3ccc4nc(N)cn4n3)ccc2F)n(C)n1.